Dataset: Reaction yield outcomes from USPTO patents with 853,638 reactions. Task: Predict the reaction yield, written as a fraction of the theoretical maximum amount of product (1.0 means a 100% yield; for example, 0.34 means a 34% yield). (1) The reactants are [S:1]1[CH:5]=[CH:4][CH:3]=[C:2]1[S:6]([NH:9][C:10]1[CH:11]=[CH:12][CH:13]=[C:14]2[C:18]=1[NH:17][C:16]([C:19](=[S:21])[NH2:20])=[CH:15]2)(=[O:8])=[O:7].Br[CH2:23][CH:24](OCC)OCC.C(O)C. The catalyst is O. The product is [S:21]1[CH:24]=[CH:23][N:20]=[C:19]1[C:16]1[NH:17][C:18]2[C:14]([CH:15]=1)=[CH:13][CH:12]=[CH:11][C:10]=2[NH:9][S:6]([C:2]1[S:1][CH:5]=[CH:4][CH:3]=1)(=[O:7])=[O:8]. The yield is 0.0900. (2) The reactants are [CH2:1]([C:3]1[CH:4]=[C:5]2[C:10](=[CH:11][CH:12]=1)[O:9][CH:8]([C:13]([F:16])([F:15])[F:14])[C:7]([C:17]([O:19]CC)=[O:18])=[CH:6]2)[CH3:2].C1COCC1.CCO.O.[OH-].[Na+]. The catalyst is O. The product is [CH2:1]([C:3]1[CH:4]=[C:5]2[C:10](=[CH:11][CH:12]=1)[O:9][CH:8]([C:13]([F:14])([F:15])[F:16])[C:7]([C:17]([OH:19])=[O:18])=[CH:6]2)[CH3:2]. The yield is 0.700. (3) The reactants are [F:1][C:2]1[CH:7]=[CH:6][CH:5]=[CH:4][C:3]=1[OH:8].[Br:9][CH2:10][CH2:11][CH2:12]Br.C([O-])([O-])=O.[Cs+].[Cs+]. The catalyst is C(#N)C. The product is [F:1][C:2]1[CH:7]=[CH:6][CH:5]=[CH:4][C:3]=1[O:8][CH2:12][CH2:11][CH2:10][Br:9]. The yield is 0.262. (4) The reactants are Cl.[Cl:2][C:3]1[CH:8]=[CH:7][C:6]([N:9]([CH2:11][CH2:12][CH:13]2[CH2:17][CH2:16][CH2:15][CH2:14]2)N)=[CH:5][CH:4]=1.C(O[CH:21](OCC)[CH2:22][CH2:23][CH2:24][NH:25][CH3:26])C. The catalyst is C(O)C.O. The product is [Cl:2][C:3]1[CH:8]=[C:7]2[C:6](=[CH:5][CH:4]=1)[N:9]([CH2:11][CH2:12][CH:13]1[CH2:17][CH2:16][CH2:15][CH2:14]1)[CH:21]=[C:22]2[CH2:23][CH2:24][NH:25][CH3:26]. The yield is 0.460.